From a dataset of NCI-60 drug combinations with 297,098 pairs across 59 cell lines. Regression. Given two drug SMILES strings and cell line genomic features, predict the synergy score measuring deviation from expected non-interaction effect. (1) Drug 1: C1=NC2=C(N1)C(=S)N=CN2. Drug 2: N.N.Cl[Pt+2]Cl. Cell line: A498. Synergy scores: CSS=2.31, Synergy_ZIP=-11.0, Synergy_Bliss=-5.72, Synergy_Loewe=-9.74, Synergy_HSA=-5.23. (2) Synergy scores: CSS=45.8, Synergy_ZIP=-7.84, Synergy_Bliss=-4.39, Synergy_Loewe=-13.5, Synergy_HSA=-0.343. Drug 2: C1C(C(OC1N2C=C(C(=O)NC2=O)F)CO)O. Drug 1: C1CN1P(=S)(N2CC2)N3CC3. Cell line: A549. (3) Drug 1: CC(C1=C(C=CC(=C1Cl)F)Cl)OC2=C(N=CC(=C2)C3=CN(N=C3)C4CCNCC4)N. Cell line: MDA-MB-435. Drug 2: C1CN1P(=S)(N2CC2)N3CC3. Synergy scores: CSS=4.52, Synergy_ZIP=-3.71, Synergy_Bliss=-3.50, Synergy_Loewe=-13.5, Synergy_HSA=-6.93. (4) Drug 1: C1CCN(CC1)CCOC2=CC=C(C=C2)C(=O)C3=C(SC4=C3C=CC(=C4)O)C5=CC=C(C=C5)O. Drug 2: CC1=C(C(CCC1)(C)C)C=CC(=CC=CC(=CC(=O)O)C)C. Cell line: COLO 205. Synergy scores: CSS=-10.4, Synergy_ZIP=11.1, Synergy_Bliss=6.91, Synergy_Loewe=-10.7, Synergy_HSA=-10.5.